From a dataset of Catalyst prediction with 721,799 reactions and 888 catalyst types from USPTO. Predict which catalyst facilitates the given reaction. (1) The catalyst class is: 17. Reactant: [OH:1][CH2:2][C:3]([CH2:14][OH:15])([C:9]([O:11][CH2:12][CH3:13])=[O:10])[C:4]([O:6][CH2:7][CH3:8])=[O:5].[Si:16](Cl)([C:19]([CH3:22])([CH3:21])[CH3:20])([CH3:18])[CH3:17]. Product: [Si:16]([O:15][CH2:14][C:3]([CH2:2][OH:1])([C:4]([O:6][CH2:7][CH3:8])=[O:5])[C:9]([O:11][CH2:12][CH3:13])=[O:10])([C:19]([CH3:22])([CH3:21])[CH3:20])([CH3:18])[CH3:17]. (2) Reactant: C(O[C@@H]([C@H](OC(=O)C1C=CC=CC=1)C(O)=O)C(O)=O)(=O)C1C=CC=CC=1.[NH2:27][C@@:28]1([C:39]2[CH:44]=[CH:43][CH:42]=[CH:41][C:40]=2[F:45])[CH2:32][O:31][C@H:30]([C:33]([F:36])([F:35])[F:34])[C@H:29]1[CH2:37][OH:38].CCOC(C)=O.[OH-].[Na+].[C:54]([N:62]=[C:63]=[S:64])(=[O:61])[C:55]1[CH:60]=[CH:59][CH:58]=[CH:57][CH:56]=1. Product: [F:45][C:40]1[CH:41]=[CH:42][CH:43]=[CH:44][C:39]=1[C@@:28]1([NH:27][C:63]([NH:62][C:54](=[O:61])[C:55]2[CH:56]=[CH:57][CH:58]=[CH:59][CH:60]=2)=[S:64])[C@H:29]([CH2:37][OH:38])[C@@H:30]([C:33]([F:36])([F:34])[F:35])[O:31][CH2:32]1. The catalyst class is: 2. (3) Reactant: Br[CH2:2][C:3]1[CH:8]=[CH:7][C:6]([C:9]2[CH:13]=[C:12]([C:14]([NH2:16])=[O:15])[O:11][N:10]=2)=[CH:5][CH:4]=1.[CH3:17][C:18]1[CH:23]=[CH:22][CH:21]=[C:20]([CH3:24])[C:19]=1[OH:25].C([O-])([O-])=O.[K+].[K+]. Product: [CH3:17][C:18]1[CH:23]=[CH:22][CH:21]=[C:20]([CH3:24])[C:19]=1[O:25][CH2:2][C:3]1[CH:8]=[CH:7][C:6]([C:9]2[CH:13]=[C:12]([C:14]([NH2:16])=[O:15])[O:11][N:10]=2)=[CH:5][CH:4]=1. The catalyst class is: 23. (4) Reactant: Cl[C:2]1[C:12]2[C:11](=[O:13])[NH:10][CH2:9][CH2:8][CH2:7][C:6]=2[CH:5]=CC=1OC.[Cl:16][C:17]1[C:18]([O:29][CH3:30])=[CH:19][C:20]2[C:26](=[O:27])[NH:25][CH2:24][CH2:23][CH2:22][C:21]=2[CH:28]=1.C(OC1C(CCl)=C(C)C=C(C)N=1)C1C=CC=CC=1.CC([O-])=O.[Na+].CC(O)=O. Product: [Cl:16][C:17]1[C:18]([O:29][CH3:30])=[CH:19][C:20]2[C:26](=[O:27])[N:25]([CH2:2][C:12]3[C:11](=[O:13])[NH:10][C:9]([CH3:8])=[CH:7][C:6]=3[CH3:5])[CH2:24][CH2:23][CH2:22][C:21]=2[CH:28]=1. The catalyst class is: 3.